This data is from Reaction yield outcomes from USPTO patents with 853,638 reactions. The task is: Predict the reaction yield, written as a fraction of the theoretical maximum amount of product (1.0 means a 100% yield; for example, 0.34 means a 34% yield). The catalyst is [OH-].[Na+].C1COCC1. The yield is 0.590. The product is [F:12][C:13]1[CH:14]=[C:15]([NH:20][C:21](=[O:22])[C:23]2[CH:24]=[C:25]([S:30](=[O:32])(=[O:31])[NH:9][C:8](=[NH:10])[N:7]([CH3:11])[CH3:6])[CH:26]=[CH:27][C:28]=2[F:29])[CH:16]=[CH:17][C:18]=1[F:19]. The reactants are S(O)(O)(=O)=O.[CH3:6][N:7]([CH3:11])[C:8]([NH2:10])=[NH:9].[F:12][C:13]1[CH:14]=[C:15]([NH:20][C:21]([C:23]2[CH:24]=[C:25]([S:30](Cl)(=[O:32])=[O:31])[CH:26]=[CH:27][C:28]=2[F:29])=[O:22])[CH:16]=[CH:17][C:18]=1[F:19].